From a dataset of Experimentally validated miRNA-target interactions with 360,000+ pairs, plus equal number of negative samples. Binary Classification. Given a miRNA mature sequence and a target amino acid sequence, predict their likelihood of interaction. (1) The miRNA is rno-miR-221-3p with sequence AGCUACAUUGUCUGCUGGGUUUC. The protein sequence of the target gene is MELFYWCLLCLLLPLTSRTQKLPTRDEELFQMQIRDKEFFHDSSVIPDGAEVSSYLFRDTPRRYFFMVEEDNTPLSVTVTPCDAPLEWKLSLQELHEGSSADGSGDPELLDQQKQQMTDVEGTELFSYKGNDVEYFLSSSSPSGLYQLELLSTEKDTHFKVYATTTPESDQPYPELPYDPRVDVTSFGRTTVTLAWKPSPTASILKQPIEYCVVINKEHNFKSLCAAETKMNADDAFMVAPKPGLDFNPFDFAHFGFPTDNLGKDRSLLAKPSPKVGRHVYWRPKVDIQKICIGNKNIFT.... Result: 0 (no interaction). (2) The miRNA is mmu-miR-339-5p with sequence UCCCUGUCCUCCAGGAGCUCACG. The protein sequence of the target gene is MHRAVDPPGARSAREAFALGGLSCAGAWSSCPPHPPPRSSWLPGGRCSASVGQPPLSAPLPPSHGSSSGHPNKPYYAPGTPTPRPLHGKLESLHGCVQALLREPAQPGLWEQLGQLYESEHDSEEAVCCYHRALRYGGSFAELGPRIGRLQQAQLWNFHAGSCQHRAKVLPPLEQVWNLLHLEHKRNYGAKRGGPPVKRSAEPPVVQPMPPAALSGPSGEEGLSPGGKRRRGCSSEQAGLPPGLPLPPPPPPPPPPPPPPPPPPPPLPGLAISPPFQLTKPGLWNTLHGDAWGPERKGSA.... Result: 1 (interaction). (3) The miRNA is dme-miR-4-3p with sequence AUAAAGCUAGACAACCAUUGA. The protein sequence of the target gene is MEQDRTTHAEGTRLSPFLIAPPSPISHTEPLAVKLQNGSPLAERPHPEVNGDTKWQSSQSCYGISHMKGSQSSHESPHEDRGYSRCLQNGGIKRTVSEPSLSGLHPNKILKLDQKAKGESNIFEESQERNHGKSSRQPNVSGLSDNGEPVTSTTQESSGADAFPTRNYNGVEIQVLNEQEGEKGRSVTLLKNKIVLMPNGATVSAHSEENTRGELLEKTQCYPDCVSIAVQSTASHVNTPSSQAAIELSHEIPQPSLTSAQINFSQTSSLQLPPEPAAMVTKACDADNASKPAIVPGTCP.... Result: 0 (no interaction). (4) The miRNA is mmu-miR-3061-3p with sequence CUACCUUUGAUAGUCCACUGCC. The protein sequence of the target gene is MAARGSRRRALRLLLMVQLLAGRWRPAGAARGARGGLPELSSAAKHEDSLFRDLFEDYEKWVRPVEHLSDKIKIKFGLAISQLVDVDEKNQLMTTNVWLKQEWIDVKLRWNPDDYGGIKIIRVPSDSLWIPDIVLFDNADGRFEGASTKTVVRYNGTVTWTQPANYKSSCTIDVTFFPFDLQNCSMKFGSWTYDGSQVDIILEDQDVDRTDFFDNGEWEIMSAMGSKGNRTDSCCWYPCITYSFVIKRLPLFYTLFLIIPCIGLSFLTVVVFYLPSNEGEKISLCTSVLVSLTVFLLVIE.... Result: 0 (no interaction). (5) The miRNA is mmu-miR-27a-5p with sequence AGGGCUUAGCUGCUUGUGAGCA. The protein sequence of the target gene is MPAGSRAGSRLRSGSLPRPSRLTLKALRPAYAPRTPDSNGDLDTGSELGPGSPAPTAEEVEKEMAGPSQLCIRRWTTKHVAVWLKDEGFFEYVDILCNKHRLDGITLLTLTEYDLRSPPLEIKVLGDIKRLMLSVRKLQKIHTDVLEEMGYNSDSPMSPMTPFLSALQSADWLCNGEPTHSCDGPIPDLSSDQYQYMNGKNKHSARRLDPEYWKTILSCVYVFIVFGFTSFIMVIVHERVPDMQTYPPLPDIFLDSVPRIPWAFSMTEVCGVILCYIWILVLLLHKHRSILLRRLCSLMG.... Result: 0 (no interaction).